Dataset: Full USPTO retrosynthesis dataset with 1.9M reactions from patents (1976-2016). Task: Predict the reactants needed to synthesize the given product. (1) Given the product [NH2:1][C:2]1[C:7]([C:8]([NH2:10])=[O:9])=[C:6]([N:11]2[CH2:16][CH2:15][CH:14]([C:17]3[N:18]([CH2:33][CH2:35][NH:36][CH3:37])[CH:19]=[C:20]([C:22]4[CH:27]=[CH:26][C:25]([F:28])=[C:24]([C:29]([F:32])([F:31])[F:30])[CH:23]=4)[N:21]=3)[CH2:13][CH2:12]2)[N:5]=[CH:4][N:3]=1, predict the reactants needed to synthesize it. The reactants are: [NH2:1][C:2]1[C:7]([C:8]([NH2:10])=[O:9])=[C:6]([N:11]2[CH2:16][CH2:15][CH:14]([C:17]3[N:18]([CH3:33])[CH:19]=[C:20]([C:22]4[CH:27]=[CH:26][C:25]([F:28])=[C:24]([C:29]([F:32])([F:31])[F:30])[CH:23]=4)[N:21]=3)[CH2:13][CH2:12]2)[N:5]=[CH:4][N:3]=1.N[C:35]1C(C#N)=C(N2CCC(C3N(CCNC)C=C(C4C=CC(F)=C(C(F)(F)F)C=4)N=3)CC2)N=[CH:37][N:36]=1. (2) The reactants are: [CH2:1]([N:8]1[CH2:13][CH2:12][CH:11]([OH:14])[CH:10]([C:15]#[N:16])[CH2:9]1)[C:2]1[CH:7]=[CH:6][CH:5]=[CH:4][CH:3]=1.[H-].[Al+3].[Li+].[H-].[H-].[H-]. Given the product [NH2:16][CH2:15][CH:10]1[CH:11]([OH:14])[CH2:12][CH2:13][N:8]([CH2:1][C:2]2[CH:7]=[CH:6][CH:5]=[CH:4][CH:3]=2)[CH2:9]1, predict the reactants needed to synthesize it. (3) Given the product [Cl:1][C:2]1[CH:27]=[C:26]([Cl:28])[CH:25]=[C:24]([CH3:29])[C:3]=1[O:4][C:5]1[N:9]([CH3:10])[C:8]2[C:11]([CH:19]([CH2:22][CH3:23])[CH2:20][CH3:21])=[CH:12][CH:13]=[C:14]([CH2:15][OH:16])[C:7]=2[N:6]=1, predict the reactants needed to synthesize it. The reactants are: [Cl:1][C:2]1[CH:27]=[C:26]([Cl:28])[CH:25]=[C:24]([CH3:29])[C:3]=1[O:4][C:5]1[N:9]([CH3:10])[C:8]2[C:11]([CH:19]([CH2:22][CH3:23])[CH2:20][CH3:21])=[CH:12][CH:13]=[C:14]([C:15](OC)=[O:16])[C:7]=2[N:6]=1.[BH4-].[Li+]. (4) Given the product [CH2:26]([O:28][C:29]([C:31]1[N:32]=[C:33]([NH:36][C:5](=[O:6])[C:4]2[CH:8]=[CH:9][C:10]([CH:11]([CH3:25])[C:12]([C:18]3[CH:23]=[CH:22][N:21]=[C:20]([Cl:24])[CH:19]=3)([OH:17])[C:13]([F:14])([F:15])[F:16])=[C:2]([Cl:1])[CH:3]=2)[O:34][CH:35]=1)=[O:30])[CH3:27], predict the reactants needed to synthesize it. The reactants are: [Cl:1][C:2]1[CH:3]=[C:4]([CH:8]=[CH:9][C:10]=1[CH:11]([CH3:25])[C:12]([C:18]1[CH:23]=[CH:22][N:21]=[C:20]([Cl:24])[CH:19]=1)([OH:17])[C:13]([F:16])([F:15])[F:14])[C:5](O)=[O:6].[CH2:26]([O:28][C:29]([C:31]1[N:32]=[C:33]([NH2:36])[O:34][CH:35]=1)=[O:30])[CH3:27].CN(C(ON1N=NC2C=CC=CC1=2)=[N+](C)C)C.F[P-](F)(F)(F)(F)F. (5) Given the product [CH3:25][O:24][C:7]1[CH:6]=[CH:5][C:4]2[N:3]=[C:2]([NH:26][C:27]3[CH:32]=[CH:31][C:30]([S:33]([NH2:36])(=[O:34])=[O:35])=[CH:29][CH:28]=3)[C:11]3=[N:12][NH:13][CH:14]=[C:10]3[C:9]=2[CH:8]=1, predict the reactants needed to synthesize it. The reactants are: Cl[C:2]1[C:11]2=[N:12][N:13](CC3C=CC(OC)=CC=3)[CH:14]=[C:10]2[C:9]2[CH:8]=[C:7]([O:24][CH3:25])[CH:6]=[CH:5][C:4]=2[N:3]=1.[NH2:26][C:27]1[CH:32]=[CH:31][C:30]([S:33]([NH2:36])(=[O:35])=[O:34])=[CH:29][CH:28]=1.Cl.